This data is from Reaction yield outcomes from USPTO patents with 853,638 reactions. The task is: Predict the reaction yield, written as a fraction of the theoretical maximum amount of product (1.0 means a 100% yield; for example, 0.34 means a 34% yield). (1) The reactants are Br[C:2]1[CH:3]=[C:4]([NH2:8])[CH:5]=[N:6][CH:7]=1.[C:9]1(C)[CH:14]=[CH:13][CH:12]=[CH:11][CH:10]=1.C(=O)([O-])[O-].[Na+].[Na+].C1(B(O)O)C=CC=CC=1. The catalyst is C(O)C.C1C=CC([P]([Pd]([P](C2C=CC=CC=2)(C2C=CC=CC=2)C2C=CC=CC=2)([P](C2C=CC=CC=2)(C2C=CC=CC=2)C2C=CC=CC=2)[P](C2C=CC=CC=2)(C2C=CC=CC=2)C2C=CC=CC=2)(C2C=CC=CC=2)C2C=CC=CC=2)=CC=1. The product is [C:9]1([C:2]2[CH:3]=[C:4]([NH2:8])[CH:5]=[N:6][CH:7]=2)[CH:14]=[CH:13][CH:12]=[CH:11][CH:10]=1. The yield is 0.130. (2) The reactants are [NH2:1][C:2]1[CH:7]=[CH:6][C:5]([C:8]2[N:13]=[C:12]([N:14]3[CH2:20][CH:19]4[O:21][CH:16]([CH2:17][CH2:18]4)[CH2:15]3)[N:11]=[C:10]([C:22]3[CH:27]=[CH:26][C:25]([NH:28][C:29]([NH:31][CH3:32])=[O:30])=[CH:24][CH:23]=3)[N:9]=2)=[CH:4][CH:3]=1.[C:33]([C:36]1[CH:37]=[C:38]([NH:42][C:43](=O)[O:44]C2C=CC=CC=2)[CH:39]=[CH:40][CH:41]=1)(=[O:35])[NH2:34]. No catalyst specified. The product is [CH3:32][NH:31][C:29]([NH:28][C:25]1[CH:26]=[CH:27][C:22]([C:10]2[N:11]=[C:12]([N:14]3[CH2:20][CH:19]4[O:21][CH:16]([CH2:17][CH2:18]4)[CH2:15]3)[N:13]=[C:8]([C:5]3[CH:4]=[CH:3][C:2]([NH:1][C:43]([NH:42][C:38]4[CH:37]=[C:36]([CH:41]=[CH:40][CH:39]=4)[C:33]([NH2:34])=[O:35])=[O:44])=[CH:7][CH:6]=3)[N:9]=2)=[CH:23][CH:24]=1)=[O:30]. The yield is 0.130. (3) The reactants are [OH:1][C:2]1[CH:7]=[CH:6][C:5]([C:8]2[N:13]=[CH:12][N:11]=[C:10]([NH:14][C@H:15]([C:23]([O:25][CH3:26])=[O:24])[CH2:16][C:17]3[CH:22]=[CH:21][CH:20]=[CH:19][CH:18]=3)[CH:9]=2)=[CH:4][CH:3]=1.Cl[C:28]1[CH:33]=[C:32]([C:34]#[N:35])[CH:31]=[CH:30][N:29]=1.C(=O)([O-])[O-].[K+].[K+].C(OCC)(=O)C. The catalyst is CS(C)=O.O. The product is [C:34]([C:32]1[CH:31]=[CH:30][N:29]=[C:28]([O:1][C:2]2[CH:7]=[CH:6][C:5]([C:8]3[N:13]=[CH:12][N:11]=[C:10]([NH:14][C@H:15]([C:23]([O:25][CH3:26])=[O:24])[CH2:16][C:17]4[CH:22]=[CH:21][CH:20]=[CH:19][CH:18]=4)[CH:9]=3)=[CH:4][CH:3]=2)[CH:33]=1)#[N:35]. The yield is 0.930. (4) The reactants are Cl.[F:2][C:3]1[CH:8]=[C:7]([F:9])[CH:6]=[CH:5][C:4]=1[N:10]1[C:14]([N:15]2[N:24]=[C:23]3[C:17]([CH2:18][CH2:19][O:20][C:21]4[CH:28]=[CH:27][C:26]([C:29]5([CH2:35][OH:36])[CH2:34][CH2:33][NH:32][CH2:31][CH2:30]5)=[CH:25][C:22]=43)=[CH:16]2)=[N:13][CH:12]=[N:11]1.CCN(C(C)C)C(C)C.[CH:46]([S:48]([CH:51]=C)(=[O:50])=[O:49])=[CH2:47]. No catalyst specified. The product is [F:2][C:3]1[CH:8]=[C:7]([F:9])[CH:6]=[CH:5][C:4]=1[N:10]1[C:14]([N:15]2[N:24]=[C:23]3[C:17]([CH2:18][CH2:19][O:20][C:21]4[CH:28]=[CH:27][C:26]([C:29]5([CH2:35][OH:36])[CH2:30][CH2:31][N:32]([CH2:47][CH2:46][S:48]([CH3:51])(=[O:50])=[O:49])[CH2:33][CH2:34]5)=[CH:25][C:22]=43)=[CH:16]2)=[N:13][CH:12]=[N:11]1. The yield is 0.530. (5) The reactants are [CH2:1]([N:8]([CH3:17])[C:9]1[CH:10]=[C:11]([NH2:16])[CH:12]=[CH:13][C:14]=1[CH3:15])[C:2]1[CH:7]=[CH:6][CH:5]=[CH:4][CH:3]=1.[OH:18][C:19]1[CH:24]=[CH:23][N:22]=[C:21](SC)[N:20]=1. The catalyst is CO. The product is [CH2:1]([N:8]([CH3:17])[C:9]1[CH:10]=[C:11]([NH:16][C:21]2[N:20]=[C:19]([OH:18])[CH:24]=[CH:23][N:22]=2)[CH:12]=[CH:13][C:14]=1[CH3:15])[C:2]1[CH:7]=[CH:6][CH:5]=[CH:4][CH:3]=1. The yield is 0.290. (6) The reactants are [Cl:1][C:2]1[C:10]2[N:9]=[C:8]([NH:11][C:12]3[CH:13]=[N:14][C:15]([O:19][CH3:20])=[CH:16][C:17]=3[CH3:18])[N:7]([CH2:21][CH2:22][CH2:23][CH2:24]O)[C:6]=2[C:5]([CH:26]([CH2:29][CH3:30])[CH2:27][CH3:28])=[CH:4][CH:3]=1.CS(Cl)(=O)=O.C(=O)(O)[O-].[Na+].C(=O)([O-])[O-].[K+].[K+]. The catalyst is N1C=CC=CC=1.O. The product is [Cl:1][C:2]1[C:10]2[N:9]=[C:8]3[N:11]([C:12]4[CH:13]=[N:14][C:15]([O:19][CH3:20])=[CH:16][C:17]=4[CH3:18])[CH2:24][CH2:23][CH2:22][CH2:21][N:7]3[C:6]=2[C:5]([CH:26]([CH2:29][CH3:30])[CH2:27][CH3:28])=[CH:4][CH:3]=1. The yield is 0.470. (7) The reactants are [NH2:1][C@H:2]1[CH2:10][O:9][CH2:8][C@H:7]([O:11][CH2:12][C:13]2[CH:18]=[CH:17][CH:16]=[CH:15][CH:14]=2)[C@@H:6]([O:19][CH2:20][C:21]2[CH:26]=[CH:25][CH:24]=[CH:23][CH:22]=2)[CH2:5][O:4][C:3]1=[O:27].[OH:28][C:29]1[C:30]([C:37](O)=[O:38])=[N:31][CH:32]=[CH:33][C:34]=1[O:35][CH3:36].CN(C(ON1N=NC2C=CC=NC1=2)=[N+](C)C)C.F[P-](F)(F)(F)(F)F.CN1CCOCC1. The catalyst is C(Cl)Cl. The product is [CH2:12]([O:11][C@@H:7]1[C@@H:6]([O:19][CH2:20][C:21]2[CH:26]=[CH:25][CH:24]=[CH:23][CH:22]=2)[CH2:5][O:4][C:3](=[O:27])[C@@H:2]([NH:1][C:37](=[O:38])[C:30]2[C:29]([OH:28])=[C:34]([O:35][CH3:36])[CH:33]=[CH:32][N:31]=2)[CH2:10][O:9][CH2:8]1)[C:13]1[CH:18]=[CH:17][CH:16]=[CH:15][CH:14]=1. The yield is 0.480. (8) The product is [NH2:1][C:2]1[C:10]([Cl:11])=[CH:9][C:5]([C:6]([NH:37][C@@H:38]2[CH2:43][CH2:42][N:41]([C:44]([O:46][C:47]([CH3:49])([CH3:48])[CH3:50])=[O:45])[CH2:40][C@H:39]2[F:51])=[O:8])=[C:4]([O:12][CH3:13])[CH:3]=1. The yield is 0.930. The reactants are [NH2:1][C:2]1[C:10]([Cl:11])=[CH:9][C:5]([C:6]([OH:8])=O)=[C:4]([O:12][CH3:13])[CH:3]=1.C(N(CC)CC)C.ClC(OCC)=O.OC1C2N=NNC=2C=CC=1.[NH2:37][C@@H:38]1[CH2:43][CH2:42][N:41]([C:44]([O:46][C:47]([CH3:50])([CH3:49])[CH3:48])=[O:45])[CH2:40][C@H:39]1[F:51]. The catalyst is CN(C=O)C.[Cl-].[Na+].O.